Dataset: Catalyst prediction with 721,799 reactions and 888 catalyst types from USPTO. Task: Predict which catalyst facilitates the given reaction. (1) Reactant: Cl.[CH:2]12[O:9][CH:6]([CH2:7][CH2:8]1)[CH2:5][NH:4][CH2:3]2.[CH:10]([N:13](CC)C(C)C)(C)[CH3:11].BrCC#N.[I-].[Na+]. Product: [CH:6]12[O:9][CH:2]([CH2:8][CH2:7]1)[CH2:3][N:4]([CH2:11][C:10]#[N:13])[CH2:5]2. The catalyst class is: 9. (2) Reactant: Cl[C:2]1[N:7]=[C:6]([S:8][CH3:9])[N:5]=[C:4]([NH:10][C:11]2[CH:19]=[CH:18][C:14]([C:15]([OH:17])=[O:16])=[CH:13][N:12]=2)[CH:3]=1.[CH2:20]([O:29][CH2:30][CH2:31][CH2:32][NH2:33])[CH2:21][CH2:22][CH2:23][O:24][CH2:25][CH2:26][CH2:27][NH2:28]. Product: [NH2:33][CH2:32][CH2:31][CH2:30][O:29][CH2:20][CH2:21][CH2:22][CH2:23][O:24][CH2:25][CH2:26][CH2:27][NH:28][C:2]1[N:7]=[C:6]([S:8][CH3:9])[N:5]=[C:4]([NH:10][C:11]2[CH:19]=[CH:18][C:14]([C:15]([OH:17])=[O:16])=[CH:13][N:12]=2)[CH:3]=1. The catalyst class is: 25. (3) Reactant: [C:1]([Si:5]([CH3:17])([CH3:16])[O:6][C:7]1[CH:15]=[C:14]2[C:10]([CH:11]=[CH:12][NH:13]2)=[CH:9][CH:8]=1)([CH3:4])([CH3:3])[CH3:2].C(=O)([O-])[O-].[Cs+].[Cs+].[CH2:24]([O:26][C:27](=[O:30])[CH2:28]Br)[CH3:25]. Product: [CH2:24]([O:26][C:27](=[O:30])[CH2:28][N:13]1[C:14]2[C:10](=[CH:9][CH:8]=[C:7]([O:6][Si:5]([C:1]([CH3:4])([CH3:3])[CH3:2])([CH3:17])[CH3:16])[CH:15]=2)[CH:11]=[CH:12]1)[CH3:25]. The catalyst class is: 3. (4) Reactant: [BH4-].[Na+].[CH3:3][O:4][C:5]1[CH:6]=[C:7]([C:13]([C@@H:15]2[C@:24]3([CH3:25])[C@H:19]([C:20]([CH3:27])([CH3:26])[CH2:21][CH2:22][CH2:23]3)[CH2:18][CH:17]([CH:28]=[O:29])[C@H:16]2[CH3:30])=[O:14])[CH:8]=[C:9]([O:11][CH3:12])[CH:10]=1. Product: [CH3:12][O:11][C:9]1[CH:8]=[C:7]([C:13]([C@@H:15]2[C@:24]3([CH3:25])[C@H:19]([C:20]([CH3:26])([CH3:27])[CH2:21][CH2:22][CH2:23]3)[CH2:18][C@H:17]([CH2:28][OH:29])[C@H:16]2[CH3:30])=[O:14])[CH:6]=[C:5]([O:4][CH3:3])[CH:10]=1. The catalyst class is: 5. (5) The catalyst class is: 4. Reactant: [CH3:1][CH:2]1[N:7]([CH2:8][C:9]2[CH:14]=[CH:13][C:12]([C:15]3[CH:20]=[CH:19][CH:18]=[CH:17][CH:16]=3)=[CH:11][CH:10]=2)[CH2:6][CH2:5][N:4](C(OC(C)(C)C)=O)[CH2:3]1.FC(F)(F)C(O)=O. Product: [CH3:1][CH:2]1[CH2:3][NH:4][CH2:5][CH2:6][N:7]1[CH2:8][C:9]1[CH:14]=[CH:13][C:12]([C:15]2[CH:20]=[CH:19][CH:18]=[CH:17][CH:16]=2)=[CH:11][CH:10]=1. (6) Reactant: [OH:1][CH2:2][C@@H:3]1[CH2:8][CH2:7][CH2:6][C@H:5]([C:9]([O:11][CH3:12])=O)[CH2:4]1.[CH3:13][O:14]CCl.C(NC(C)C)(C)C.[NH4+].[Cl-]. Product: [CH3:13][O:14][CH2:12][O:11][CH2:9][C@@H:5]1[CH2:6][CH2:7][CH2:8][C@H:3]([CH2:2][OH:1])[CH2:4]1. The catalyst class is: 46. (7) Reactant: [C:1]([C:3]1([C:8]2[CH:13]=[CH:12][C:11]([F:14])=[CH:10][CH:9]=2)[CH2:7][CH:6]=[CH:5][CH2:4]1)#[N:2].[CH2:15]([Mg]Br)[CH3:16].[BH4-].[Na+].[OH-].[Na+]. Product: [NH2:2][CH:1]([C:3]1([C:8]2[CH:9]=[CH:10][C:11]([F:14])=[CH:12][CH:13]=2)[CH2:7][CH:6]=[CH:5][CH2:4]1)[CH2:15][CH3:16]. The catalyst class is: 11. (8) Reactant: [Cl:1][C:2]1[C:3]([O:16][CH3:17])=[CH:4][C:5]([CH3:15])=[C:6]([C:8](=[O:14])[C:9]([O:11][CH2:12][CH3:13])=[O:10])[CH:7]=1. Product: [Cl:1][C:2]1[C:3]([O:16][CH3:17])=[CH:4][C:5]([CH3:15])=[C:6]([CH:8]([OH:14])[C:9]([O:11][CH2:12][CH3:13])=[O:10])[CH:7]=1. The catalyst class is: 565.